Dataset: Reaction yield outcomes from USPTO patents with 853,638 reactions. Task: Predict the reaction yield, written as a fraction of the theoretical maximum amount of product (1.0 means a 100% yield; for example, 0.34 means a 34% yield). (1) The reactants are [H-].[Na+].[O:3]1[C:7]2[CH:8]=[CH:9][C:10]([C:12]3([C:15]([NH:17][C:18]4[CH:19]=[CH:20][C:21]([CH3:35])=[C:22]([C:24]5[CH:29]=[CH:28][C:27]([C:30]([N:32]([CH3:34])[CH3:33])=[O:31])=[CH:26][CH:25]=5)[CH:23]=4)=[O:16])[CH2:14][CH2:13]3)=[CH:11][C:6]=2[O:5][CH2:4]1.IC. The catalyst is O1CCCC1.CN(C)C=O. The product is [O:3]1[C:7]2[CH:8]=[CH:9][C:10]([C:12]3([C:15]([NH:17][C:18]4[CH:19]=[CH:20][C:21]([CH2:35][O:3][CH:7]([CH3:8])[CH3:6])=[C:22]([C:24]5[CH:25]=[CH:26][C:27]([C:30]([N:32]([CH3:34])[CH3:33])=[O:31])=[CH:28][CH:29]=5)[CH:23]=4)=[O:16])[CH2:14][CH2:13]3)=[CH:11][C:6]=2[O:5][CH2:4]1. The yield is 0.420. (2) The reactants are Br[CH2:2][C:3]1[CH:12]=[C:11]2[C:6]([CH2:7][O:8][C:9]2=[O:10])=[CH:5][CH:4]=1.[OH-].[Ca+2].[OH-].[H][H]. The catalyst is CO.O1CCOCC1.[Pd]. The yield is 0.960. The product is [CH3:2][C:3]1[CH:12]=[C:11]2[C:6]([CH2:7][O:8][C:9]2=[O:10])=[CH:5][CH:4]=1.